From a dataset of Full USPTO retrosynthesis dataset with 1.9M reactions from patents (1976-2016). Predict the reactants needed to synthesize the given product. (1) Given the product [CH2:1]([O:3][C:4]#[C:5][C:11]1([OH:16])[CH2:15][CH2:14][CH2:13][CH2:12]1)[CH3:2], predict the reactants needed to synthesize it. The reactants are: [C:1]([O:3][CH2:4][CH3:5])#[CH:2].[Li]CCCC.[C:11]1(=[O:16])[CH2:15][CH2:14][CH2:13][CH2:12]1.[NH4+].[Cl-]. (2) Given the product [CH2:42]([O:44][C:45]([N:47]1[CH2:48][CH2:49][N:50]([C:13](=[O:15])[C@@H:12]([NH:11][C:9]([O:8][CH2:1][C:2]2[CH:3]=[CH:4][CH:5]=[CH:6][CH:7]=2)=[O:10])[CH2:16][NH:17][C:18]([O:20][C:21]([CH3:24])([CH3:23])[CH3:22])=[O:19])[CH2:51][CH2:52]1)=[O:46])[CH3:43], predict the reactants needed to synthesize it. The reactants are: [CH2:1]([O:8][C:9]([NH:11][C@@H:12]([CH2:16][NH:17][C:18]([O:20][C:21]([CH3:24])([CH3:23])[CH3:22])=[O:19])[C:13]([OH:15])=O)=[O:10])[C:2]1[CH:7]=[CH:6][CH:5]=[CH:4][CH:3]=1.C(N(CC)CC)C.C1C=CC2N(O)N=NC=2C=1.[CH2:42]([O:44][C:45]([N:47]1[CH2:52][CH2:51][NH:50][CH2:49][CH2:48]1)=[O:46])[CH3:43]. (3) Given the product [CH3:44][N:43]1[C:39]([C:2]2[S:6][CH:5]=[C:4]([C:7]([NH:9][CH:10]([C:20]3[CH:25]=[CH:24][CH:23]=[CH:22][CH:21]=3)[CH2:11][NH:12][C:13](=[O:19])[O:14][C:15]([CH3:18])([CH3:17])[CH3:16])=[O:8])[CH:3]=2)=[CH:40][CH:41]=[N:42]1, predict the reactants needed to synthesize it. The reactants are: Br[C:2]1[S:6][CH:5]=[C:4]([C:7]([NH:9][CH:10]([C:20]2[CH:25]=[CH:24][CH:23]=[CH:22][CH:21]=2)[CH2:11][NH:12][C:13](=[O:19])[O:14][C:15]([CH3:18])([CH3:17])[CH3:16])=[O:8])[CH:3]=1.C([O-])([O-])=O.[K+].[K+].CC1(C)COB([C:39]2[N:43]([CH3:44])[N:42]=[CH:41][CH:40]=2)OC1. (4) Given the product [OH:1][C:2]([CH3:34])([CH3:35])[CH2:3][C@@:4]1([C:28]2[CH:29]=[CH:30][CH:31]=[CH:32][CH:33]=2)[O:9][C:8](=[O:10])[N:7]([C@H:11]([C:13]2[CH:18]=[CH:17][C:16]([C:37]3[CH:38]=[N:39][N:40]([C@@H:42]4[CH2:46][CH2:45][O:44][CH2:43]4)[CH:41]=3)=[CH:15][CH:14]=2)[CH3:12])[CH2:6][CH2:5]1, predict the reactants needed to synthesize it. The reactants are: [OH:1][C:2]([CH3:35])([CH3:34])[CH2:3][C@@:4]1([C:28]2[CH:33]=[CH:32][CH:31]=[CH:30][CH:29]=2)[O:9][C:8](=[O:10])[N:7]([C@H:11]([C:13]2[CH:18]=[CH:17][C:16](B3OC(C)(C)C(C)(C)O3)=[CH:15][CH:14]=2)[CH3:12])[CH2:6][CH2:5]1.Br[C:37]1[CH:38]=[N:39][N:40]([C@@H:42]2[CH2:46][CH2:45][O:44][CH2:43]2)[CH:41]=1.